Dataset: Full USPTO retrosynthesis dataset with 1.9M reactions from patents (1976-2016). Task: Predict the reactants needed to synthesize the given product. (1) Given the product [Cl:1][C:2]1[CH:3]=[C:4]([CH:8]=[CH:9][C:10]=1[Cl:11])[C:5]([N:37]1[CH2:38][CH2:40][O:12][C@H:42]([N:50]([CH3:49])[C:51](=[O:57])[O:52][C:53]([CH3:56])([CH3:55])[CH3:54])[CH2:41]1)=[O:7], predict the reactants needed to synthesize it. The reactants are: [Cl:1][C:2]1[CH:3]=[C:4]([CH:8]=[CH:9][C:10]=1[Cl:11])[C:5]([OH:7])=O.[OH:12]N1C2C=CC=CC=2N=N1.Cl.CN(C)CCCN=C=NCC.C([N:37]([CH2:41][CH3:42])[CH:38]([CH3:40])C)(C)C.N1CCO[C@@H]([CH2:49][NH:50][C:51](=[O:57])[O:52][C:53]([CH3:56])([CH3:55])[CH3:54])C1. (2) The reactants are: O.[F:2][C:3]1[CH:29]=[CH:28][C:6]([O:7][C:8]2[CH:23]=[C:22]([C:24]([F:27])([F:26])[F:25])[CH:21]=[CH:20][C:9]=2[C:10]([NH:12][C:13]2[CH:18]=[CH:17][NH:16][C:15](=[O:19])[CH:14]=2)=[O:11])=[C:5]([CH3:30])[CH:4]=1.CN(C)C=O.[Cl:36][C:37](OCCl)=O. Given the product [Cl:36][CH2:37][N:16]1[CH:17]=[CH:18][C:13]([NH:12][C:10](=[O:11])[C:9]2[CH:20]=[CH:21][C:22]([C:24]([F:27])([F:25])[F:26])=[CH:23][C:8]=2[O:7][C:6]2[CH:28]=[CH:29][C:3]([F:2])=[CH:4][C:5]=2[CH3:30])=[CH:14][C:15]1=[O:19], predict the reactants needed to synthesize it. (3) Given the product [C:18]1([CH2:17][O:16][CH2:15][CH2:14][CH2:13][O:12][CH2:11][CH2:10][O:9][CH2:8][CH2:7][O:6][CH2:5][CH2:4][NH:1][C:50](=[O:51])[O:52][C:53]([CH3:56])([CH3:55])[CH3:54])[CH:23]=[CH:22][CH:21]=[CH:20][CH:19]=1, predict the reactants needed to synthesize it. The reactants are: [N:1]([CH2:4][CH2:5][O:6][CH2:7][CH2:8][O:9][CH2:10][CH2:11][O:12][CH2:13][CH2:14][CH2:15][O:16][CH2:17][C:18]1[CH:23]=[CH:22][CH:21]=[CH:20][CH:19]=1)=[N+]=[N-].C1(P(C2C=CC=CC=2)C2C=CC=CC=2)C=CC=CC=1.C(N(CC)CC)C.[C:50](O[C:50]([O:52][C:53]([CH3:56])([CH3:55])[CH3:54])=[O:51])([O:52][C:53]([CH3:56])([CH3:55])[CH3:54])=[O:51]. (4) Given the product [NH2:1][C:2]1[N:7]=[C:6]([C:8]2[NH:12][C:11]([C:13]3[CH:18]=[C:17]([C:19]([F:20])([F:22])[F:21])[CH:16]=[CH:15][C:14]=3[Cl:23])=[C:10]([C:24]([NH2:29])=[O:26])[CH:9]=2)[CH:5]=[CH:4][N:3]=1, predict the reactants needed to synthesize it. The reactants are: [NH2:1][C:2]1[N:7]=[C:6]([C:8]2[NH:12][C:11]([C:13]3[CH:18]=[C:17]([C:19]([F:22])([F:21])[F:20])[CH:16]=[CH:15][C:14]=3[Cl:23])=[C:10]([C:24]([OH:26])=O)[CH:9]=2)[CH:5]=[CH:4][N:3]=1.CC[N:29](C(C)C)C(C)C.CCN=C=NCCCN(C)C.Cl.C1C=CC2N(O)N=NC=2C=1.N. (5) Given the product [CH3:25][O:26][C:5]1[CH:6]=[CH:7][C:8]([O:9][CH3:10])=[CH:3][C:4]=1[C:11]1[NH:15][N:14]=[C:13]([O:16][CH2:17][C:18]2[CH:23]=[CH:22][CH:21]=[CH:20][C:19]=2[F:24])[CH:12]=1, predict the reactants needed to synthesize it. The reactants are: CO[C:3]1[C:8]([O:9][CH3:10])=[CH:7][CH:6]=[CH:5][C:4]=1[C:11]1[NH:15][N:14]=[C:13]([O:16][CH2:17][C:18]2[CH:23]=[CH:22][CH:21]=[CH:20][C:19]=2[F:24])[CH:12]=1.[CH3:25][O:26]C1C=CC(OC)=CC=1C(O)=O. (6) Given the product [CH3:26][S:23]([C:17]1[CH:16]=[C:15]2[C:20]([CH2:21][CH2:22][CH:13]([CH2:12][NH:27][CH2:28][CH2:29][OH:30])[O:14]2)=[CH:19][CH:18]=1)(=[O:24])=[O:25], predict the reactants needed to synthesize it. The reactants are: CC1C=CC(S(O[CH2:12][CH:13]2[CH2:22][CH2:21][C:20]3[C:15](=[CH:16][C:17]([S:23]([CH3:26])(=[O:25])=[O:24])=[CH:18][CH:19]=3)[O:14]2)(=O)=O)=CC=1.[NH2:27][CH2:28][CH2:29][OH:30].